Predict the reaction yield, written as a fraction of the theoretical maximum amount of product (1.0 means a 100% yield; for example, 0.34 means a 34% yield). From a dataset of Reaction yield outcomes from USPTO patents with 853,638 reactions. (1) The reactants are [C:1]([N:9]=[C:10]=[S:11])(=[O:8])[C:2]1[CH:7]=[CH:6][CH:5]=[CH:4][CH:3]=1.[NH2:12][CH2:13][CH2:14][CH2:15][Si:16]([O:21][CH3:22])([O:19][CH3:20])[O:17][CH3:18]. The catalyst is ClCCl. The product is [CH2:15]([Si:16]([O:21][CH3:22])([O:19][CH3:20])[O:17][CH3:18])[CH2:14][CH3:13].[C:1]([NH:9][C:10]([NH2:12])=[S:11])(=[O:8])[C:2]1[CH:7]=[CH:6][CH:5]=[CH:4][CH:3]=1. The yield is 0.970. (2) The reactants are [CH3:1][O:2][C:3]1[CH:8]=[CH:7][C:6]([C:9]2([C:12]([OH:14])=[O:13])[CH2:11][CH2:10]2)=[CH:5][CH:4]=1.O.[C:16]1(C)C=CC(S(O)(=O)=O)=CC=1. The catalyst is CO. The product is [CH3:16][O:13][C:12]([C:9]1([C:6]2[CH:5]=[CH:4][C:3]([O:2][CH3:1])=[CH:8][CH:7]=2)[CH2:10][CH2:11]1)=[O:14]. The yield is 0.990. (3) The reactants are [CH3:1][C:2]1[N:10]([C:11]([C:13]2[CH:14]=[CH:15][C:16]([Cl:19])=[CH:17][CH:18]=2)=[O:12])[C:9]2[CH:8]=[CH:7][C:6]([O:20][CH3:21])=[CH:5][C:4]=2[C:3]=1[CH2:22][C:23](O)=[O:24].[OH:26][CH2:27][CH2:28][CH2:29][CH2:30][NH2:31].C1C=CC2N(O)N=NC=2C=1.CCN(C(C)C)C(C)C.CCN=C=NCCCN(C)C.Cl. The catalyst is CN(C=O)C. The product is [OH:26][CH2:27][CH2:28][CH2:29][CH2:30][NH:31][C:23](=[O:24])[CH2:22][C:3]1[C:4]2[C:9](=[CH:8][CH:7]=[C:6]([O:20][CH3:21])[CH:5]=2)[N:10]([C:11](=[O:12])[C:13]2[CH:18]=[CH:17][C:16]([Cl:19])=[CH:15][CH:14]=2)[C:2]=1[CH3:1]. The yield is 0.700.